Dataset: Reaction yield outcomes from USPTO patents with 853,638 reactions. Task: Predict the reaction yield, written as a fraction of the theoretical maximum amount of product (1.0 means a 100% yield; for example, 0.34 means a 34% yield). The reactants are [NH:1]1[C:9]2[C:4](=[CH:5][CH:6]=[CH:7][CH:8]=2)[C:3]2([CH2:13][O:12][C:11]3[CH:14]=[C:15]4[C:19](=[CH:20][C:10]2=3)[CH2:18][CH2:17][O:16]4)[C:2]1=[O:21].C(=O)([O-])[O-].[Cs+].[Cs+].Br[CH2:29][C:30]1[CH:35]=[CH:34][CH:33]=[C:32]([C:36]#[N:37])[CH:31]=1. The catalyst is CC(=O)CC. The product is [O:21]=[C:2]1[C:3]2([CH2:13][O:12][C:11]3[CH:14]=[C:15]4[C:19](=[CH:20][C:10]2=3)[CH2:18][CH2:17][O:16]4)[C:4]2[C:9](=[CH:8][CH:7]=[CH:6][CH:5]=2)[N:1]1[CH2:29][C:30]1[CH:31]=[C:32]([CH:33]=[CH:34][CH:35]=1)[C:36]#[N:37]. The yield is 0.920.